Dataset: Full USPTO retrosynthesis dataset with 1.9M reactions from patents (1976-2016). Task: Predict the reactants needed to synthesize the given product. (1) Given the product [NH2:18][C:4]1[CH:3]=[C:2]([Cl:1])[CH:17]=[CH:16][C:5]=1[O:6][C:7]1[CH:8]=[C:9]([CH:13]([OH:15])[CH3:14])[CH:10]=[CH:11][CH:12]=1, predict the reactants needed to synthesize it. The reactants are: [Cl:1][C:2]1[CH:17]=[CH:16][C:5]([O:6][C:7]2[CH:8]=[C:9]([CH:13]([OH:15])[CH3:14])[CH:10]=[CH:11][CH:12]=2)=[C:4]([N+:18]([O-])=O)[CH:3]=1.Cl[Sn]Cl. (2) Given the product [CH3:10][O:11][C:12]1[CH:17]=[C:16]([C:2]2[CH:7]=[CH:6][N:5]=[C:4]([CH:8]=[O:9])[CH:3]=2)[CH:15]=[CH:14][CH:13]=1, predict the reactants needed to synthesize it. The reactants are: Br[C:2]1[CH:7]=[CH:6][N:5]=[C:4]([CH:8]=[O:9])[CH:3]=1.[CH3:10][O:11][C:12]1[CH:13]=[C:14](B(O)O)[CH:15]=[CH:16][CH:17]=1. (3) Given the product [CH3:27][O:26][CH2:25][CH2:24][CH2:23][O:22][C:10]1[CH:11]=[C:12]([CH2:15][CH2:16][C:17]([O:19][CH2:20][CH3:21])=[O:18])[CH:13]=[CH:14][C:9]=1[C:6]1[CH:5]=[CH:4][C:3]([CH2:1][N:36]2[CH2:37][CH2:38][N:33]([CH3:32])[CH2:34][CH2:35]2)=[CH:8][CH:7]=1, predict the reactants needed to synthesize it. The reactants are: [CH:1]([C:3]1[CH:8]=[CH:7][C:6]([C:9]2[CH:14]=[CH:13][C:12]([CH2:15][CH2:16][C:17]([O:19][CH2:20][CH3:21])=[O:18])=[CH:11][C:10]=2[O:22][CH2:23][CH2:24][CH2:25][O:26][CH3:27])=[CH:5][CH:4]=1)=O.C(O)(=O)C.[CH3:32][N:33]1[CH2:38][CH2:37][NH:36][CH2:35][CH2:34]1.C(O[BH-](OC(=O)C)OC(=O)C)(=O)C.[Na+].C(=O)(O)[O-].[Na+]. (4) Given the product [F:21][C:18]1[CH:19]=[CH:20][C:15]([C@H:4]2[CH2:3][C@:2]([NH:1][C:26]([O:28][CH2:29][C:30]3[CH:35]=[CH:34][CH:33]=[CH:32][CH:31]=3)=[O:27])([CH2:23][CH:24]=[CH2:25])[CH2:7][CH2:6][N:5]2[C:8]([O:10][C:11]([CH3:14])([CH3:13])[CH3:12])=[O:9])=[C:16]([CH3:22])[CH:17]=1, predict the reactants needed to synthesize it. The reactants are: [NH2:1][C@@:2]1([CH2:23][CH:24]=[CH2:25])[CH2:7][CH2:6][N:5]([C:8]([O:10][C:11]([CH3:14])([CH3:13])[CH3:12])=[O:9])[C@@H:4]([C:15]2[CH:20]=[CH:19][C:18]([F:21])=[CH:17][C:16]=2[CH3:22])[CH2:3]1.[C:26](O[C:26]([O:28][CH2:29][C:30]1[CH:35]=[CH:34][CH:33]=[CH:32][CH:31]=1)=[O:27])([O:28][CH2:29][C:30]1[CH:35]=[CH:34][CH:33]=[CH:32][CH:31]=1)=[O:27].C1CCCCC1. (5) Given the product [F:45][CH:2]([P:31](=[O:38])([O:35][CH2:36][CH3:37])[O:32][CH2:33][CH3:34])[C:3]1[CH:8]=[CH:7][C:6]([NH:9][C:10]2[N:15]=[C:14]([NH:16][C:17]3[CH:22]=[CH:21][CH:20]=[CH:19][C:18]=3[C:23](=[O:26])[NH:24][CH3:25])[C:13]([C:27]([F:30])([F:28])[F:29])=[CH:12][N:11]=2)=[CH:5][CH:4]=1, predict the reactants needed to synthesize it. The reactants are: O[CH:2]([P:31](=[O:38])([O:35][CH2:36][CH3:37])[O:32][CH2:33][CH3:34])[C:3]1[CH:8]=[CH:7][C:6]([NH:9][C:10]2[N:15]=[C:14]([NH:16][C:17]3[CH:22]=[CH:21][CH:20]=[CH:19][C:18]=3[C:23](=[O:26])[NH:24][CH3:25])[C:13]([C:27]([F:30])([F:29])[F:28])=[CH:12][N:11]=2)=[CH:5][CH:4]=1.CCN(S(F)(F)[F:45])CC.C([O-])(O)=O.[Na+]. (6) Given the product [CH3:1][C:2]1([CH3:18])[C:14]2[CH:13]=[C:12]([C:20]3[C:29]4[C:24](=[CH:25][CH:26]=[CH:27][CH:28]=4)[CH:23]=[CH:22][N:21]=3)[CH:11]=[CH:10][C:9]=2[C:8]2[C:3]1=[CH:4][CH:5]=[CH:6][CH:7]=2, predict the reactants needed to synthesize it. The reactants are: [CH3:1][C:2]1([CH3:18])[C:14]2[CH:13]=[C:12](B(O)O)[CH:11]=[CH:10][C:9]=2[C:8]2[C:3]1=[CH:4][CH:5]=[CH:6][CH:7]=2.Cl[C:20]1[C:29]2[C:24](=[CH:25][CH:26]=[CH:27][CH:28]=2)[CH:23]=[CH:22][N:21]=1.C1(C)C=CC=CC=1.C(=O)([O-])[O-].[Na+].[Na+]. (7) Given the product [O:26]=[C:22]1[CH:21]([C:15]2[CH:20]=[CH:19][CH:18]=[CH:17][CH:16]=2)[CH2:25][CH2:24][N:23]1[C:2]1[CH:7]=[CH:6][CH:5]=[CH:4][C:3]=1/[CH:8]=[CH:9]/[C:10]([O:12][CH2:13][CH3:14])=[O:11], predict the reactants needed to synthesize it. The reactants are: Br[C:2]1[CH:7]=[CH:6][CH:5]=[CH:4][C:3]=1/[CH:8]=[CH:9]/[C:10]([O:12][CH2:13][CH3:14])=[O:11].[C:15]1([CH:21]2[CH2:25][CH2:24][NH:23][C:22]2=[O:26])[CH:20]=[CH:19][CH:18]=[CH:17][CH:16]=1.[O-]P([O-])([O-])=O.[K+].[K+].[K+].CN[C@@H]1CCCC[C@H]1NC. (8) Given the product [CH3:20][C:15]1([CH3:21])[C:16]([CH3:19])([CH3:18])[O:17][B:13]([C:2]2[C:3]([C:9]([F:12])([F:11])[F:10])=[CH:4][C:5]([NH2:8])=[N:6][CH:7]=2)[O:14]1, predict the reactants needed to synthesize it. The reactants are: Br[C:2]1[C:3]([C:9]([F:12])([F:11])[F:10])=[CH:4][C:5]([NH2:8])=[N:6][CH:7]=1.[B:13]1([B:13]2[O:17][C:16]([CH3:19])([CH3:18])[C:15]([CH3:21])([CH3:20])[O:14]2)[O:17][C:16]([CH3:19])([CH3:18])[C:15]([CH3:21])([CH3:20])[O:14]1.CC([O-])=O.[K+].C(Cl)Cl.